This data is from hERG potassium channel inhibition data for cardiac toxicity prediction from Karim et al.. The task is: Regression/Classification. Given a drug SMILES string, predict its toxicity properties. Task type varies by dataset: regression for continuous values (e.g., LD50, hERG inhibition percentage) or binary classification for toxic/non-toxic outcomes (e.g., AMES mutagenicity, cardiotoxicity, hepatotoxicity). Dataset: herg_karim. (1) The drug is O=C(NC1CCN(Cc2ccccc2)CC1)C1=CC(=O)c2ccc(F)cc2C1. The result is 0 (non-blocker). (2) The molecule is CN1CCOCC1c1nc(C(=O)NCc2ccc(F)cc2)c(O)c(=O)n1C. The result is 0 (non-blocker). (3) The molecule is Cc1ccc(/C=C/C(=O)N2CCN(c3ccc(C(=O)Nc4ccccc4N)cc3)CC2)cc1. The result is 0 (non-blocker). (4) The drug is O=C1N(CCN2CCC(C(F)(F)F)CC2)CCN1c1cccc(Cl)c1F. The result is 0 (non-blocker). (5) The result is 1 (blocker). The drug is COc1cc2nc(/C=C/c3cccnc3)nc(N3CCC(CNS(N)(=O)=O)CC3)c2cc1OC.